From a dataset of Aqueous solubility values for 9,982 compounds from the AqSolDB database. Regression/Classification. Given a drug SMILES string, predict its absorption, distribution, metabolism, or excretion properties. Task type varies by dataset: regression for continuous measurements (e.g., permeability, clearance, half-life) or binary classification for categorical outcomes (e.g., BBB penetration, CYP inhibition). For this dataset (solubility_aqsoldb), we predict Y. The compound is C=C(C)C(=O)Oc1ccccc1. The Y is -2.49 log mol/L.